This data is from Catalyst prediction with 721,799 reactions and 888 catalyst types from USPTO. The task is: Predict which catalyst facilitates the given reaction. Reactant: CB(O)O.[O:5]1[C:9]2[CH:10]=[CH:11][CH:12]=[CH:13][C:8]=2[N:7]=[C:6]1[C:14]1[CH:19]=[CH:18][C:17]([CH2:20][C:21]#[N:22])=[C:16](Br)[CH:15]=1.[C:24]1(P(C2C=CC=CC=2)C2C=CC=CC=2)C=CC=CC=1.C(=O)([O-])[O-].[K+].[K+]. Product: [O:5]1[C:9]2[CH:10]=[CH:11][CH:12]=[CH:13][C:8]=2[N:7]=[C:6]1[C:14]1[CH:19]=[CH:18][C:17]([CH2:20][C:21]#[N:22])=[C:16]([CH3:24])[CH:15]=1. The catalyst class is: 600.